This data is from Full USPTO retrosynthesis dataset with 1.9M reactions from patents (1976-2016). The task is: Predict the reactants needed to synthesize the given product. (1) Given the product [Cl:21][C:18]1[CH:17]=[CH:16][C:15]([CH2:14][CH:11]2[CH2:10][CH2:9][NH:8][CH2:13][CH2:12]2)=[CH:20][CH:19]=1, predict the reactants needed to synthesize it. The reactants are: C(OC([N:8]1[CH2:13][CH2:12][CH:11]([CH2:14][C:15]2[CH:20]=[CH:19][C:18]([Cl:21])=[CH:17][CH:16]=2)[CH2:10][CH2:9]1)=O)(C)(C)C.Cl.C(=O)([O-])[O-].[Na+].[Na+]. (2) Given the product [C:27]([NH:1][C:2]1[CH:16]=[CH:15][C:14]([N+:17]([O-:19])=[O:18])=[CH:13][C:3]=1[CH2:4][NH:5][C:6](=[O:12])[O:7][C:8]([CH3:11])([CH3:10])[CH3:9])(=[O:30])[CH:28]=[CH2:29], predict the reactants needed to synthesize it. The reactants are: [NH2:1][C:2]1[CH:16]=[CH:15][C:14]([N+:17]([O-:19])=[O:18])=[CH:13][C:3]=1[CH2:4][NH:5][C:6](=[O:12])[O:7][C:8]([CH3:11])([CH3:10])[CH3:9].C(N(CC)CC)C.[C:27](Cl)(=[O:30])[CH:28]=[CH2:29]. (3) The reactants are: C([N-]C(C)C)(C)C.[Li+].[CH3:9][C:10]1[CH:11]=[CH:12][C:13]2[CH2:19][O:18][CH2:17][CH2:16][N:15]([C:20]([O:22][C:23]([CH3:26])([CH3:25])[CH3:24])=[O:21])[C:14]=2[N:27]=1.[C:28](=O)([O:32]CC)[O:29][CH2:30][CH3:31]. Given the product [CH2:30]([O:29][C:28](=[O:32])[CH2:9][C:10]1[CH:11]=[CH:12][C:13]2[CH2:19][O:18][CH2:17][CH2:16][N:15]([C:20]([O:22][C:23]([CH3:24])([CH3:26])[CH3:25])=[O:21])[C:14]=2[N:27]=1)[CH3:31], predict the reactants needed to synthesize it. (4) Given the product [Br:1][C:2]1[CH:7]=[CH:6][C:5]([N:8]2[C:13]([CH2:14][C@@H:15]3[CH2:19][CH2:18][N:17]([C:20]([CH:22]4[CH2:24][CH2:23]4)=[O:21])[CH2:16]3)=[N:12][NH:11][C:9]2=[O:10])=[CH:4][C:3]=1[O:26][CH3:27], predict the reactants needed to synthesize it. The reactants are: [Br:1][C:2]1[CH:7]=[CH:6][C:5]([NH:8][C:9]([NH:11][NH:12][C:13](=O)[CH2:14][C@@H:15]2[CH2:19][CH2:18][N:17]([C:20]([CH:22]3[CH2:24][CH2:23]3)=[O:21])[CH2:16]2)=[O:10])=[CH:4][C:3]=1[O:26][CH3:27].C(=O)([O-])[O-].[K+].[K+].